From a dataset of Reaction yield outcomes from USPTO patents with 853,638 reactions. Predict the reaction yield, written as a fraction of the theoretical maximum amount of product (1.0 means a 100% yield; for example, 0.34 means a 34% yield). The reactants are C([O:3][C:4](=[O:30])[CH2:5][N:6]1[C:10]2=[N:11][C:12]([CH2:15][CH3:16])=[CH:13][CH:14]=[C:9]2[C:8]([CH2:17][C:18]2[S:19][C:20]3[C:26]([F:27])=[CH:25][C:24]([F:28])=[C:23]([F:29])[C:21]=3[N:22]=2)=[CH:7]1)C.[OH-].[Na+].Cl. The catalyst is COCCOC. The product is [CH2:15]([C:12]1[N:11]=[C:10]2[N:6]([CH2:5][C:4]([OH:30])=[O:3])[CH:7]=[C:8]([CH2:17][C:18]3[S:19][C:20]4[C:26]([F:27])=[CH:25][C:24]([F:28])=[C:23]([F:29])[C:21]=4[N:22]=3)[C:9]2=[CH:14][CH:13]=1)[CH3:16]. The yield is 0.560.